Dataset: Peptide-MHC class I binding affinity with 185,985 pairs from IEDB/IMGT. Task: Regression. Given a peptide amino acid sequence and an MHC pseudo amino acid sequence, predict their binding affinity value. This is MHC class I binding data. The MHC is HLA-A33:01 with pseudo-sequence HLA-A33:01. The peptide sequence is ELENKKVEY. The binding affinity (normalized) is 0.134.